Dataset: Full USPTO retrosynthesis dataset with 1.9M reactions from patents (1976-2016). Task: Predict the reactants needed to synthesize the given product. (1) Given the product [C:2]([O:21][C:18]1[CH:17]=[CH:16][CH:15]=[CH:20][CH:19]=1)(=[O:3])[CH3:1], predict the reactants needed to synthesize it. The reactants are: [CH3:1][C:2](C)=[O:3].CC([C:15]1[CH:20]=[CH:19][C:18]([OH:21])=[CH:17][CH:16]=1)([C:15]1[CH:20]=[CH:19][C:18]([OH:21])=[CH:17][CH:16]=1)C. (2) Given the product [CH3:1][CH:2]([CH2:7][N:8]1[CH2:12][CH2:11][CH2:10][CH2:9]1)[CH2:3][C:4]([NH:31][C:30]1[NH:26][N:27]=[C:28]([C:32]2[CH:33]=[N:34][C:35]3[C:40]([CH:41]=2)=[CH:39][CH:38]=[CH:37][CH:36]=3)[CH:29]=1)=[O:6], predict the reactants needed to synthesize it. The reactants are: [CH3:1][CH:2]([CH2:7][N:8]1[CH2:12][CH2:11][CH2:10][CH2:9]1)[CH2:3][C:4]([OH:6])=O.C(Cl)(=O)C(Cl)=O.C(OC([N:26]1[C:30]([NH2:31])=[CH:29][C:28]([C:32]2[CH:33]=[N:34][C:35]3[C:40]([CH:41]=2)=[CH:39][CH:38]=[CH:37][CH:36]=3)=[N:27]1)=O)(C)(C)C.Cl. (3) Given the product [CH3:28][O:27][C:18]1[CH:17]=[C:16]2[C:21](=[C:20]3[CH2:22][C:23]([CH3:25])([CH3:26])[O:24][C:19]=13)[C:12]([C:10]1[CH:9]=[CH:8][C:3]([C:4]([O:6][CH3:7])=[O:5])=[C:2]([NH:1][C:40](=[O:41])[C:39]([F:50])([F:49])[F:38])[CH:11]=1)=[N:13][C:14]([CH3:30])([CH3:29])[CH2:15]2, predict the reactants needed to synthesize it. The reactants are: [NH2:1][C:2]1[CH:11]=[C:10]([C:12]2[C:21]3[C:16](=[CH:17][C:18]([O:27][CH3:28])=[C:19]4[O:24][C:23]([CH3:26])([CH3:25])[CH2:22][C:20]4=3)[CH2:15][C:14]([CH3:30])([CH3:29])[N:13]=2)[CH:9]=[CH:8][C:3]=1[C:4]([O:6][CH3:7])=[O:5].C(N(CC)CC)C.[F:38][C:39]([F:50])([F:49])[C:40](O[C:40](=[O:41])[C:39]([F:50])([F:49])[F:38])=[O:41].C(OCC)(=O)C. (4) Given the product [N:14]1[O:15][N:16]=[C:12]2[CH:11]=[C:10]3[C:18]([CH2:19][CH2:20][CH:8]([N:2]4[CH2:3][CH2:4][N:5]([CH2:22][CH2:23][C:24]5[CH:33]=[CH:32][C:27]6[C:28](=[O:31])[O:29][CH2:30][C:26]=6[CH:25]=5)[CH2:6][CH2:7]4)[CH2:9]3)=[CH:17][C:13]=12, predict the reactants needed to synthesize it. The reactants are: Cl.[N:2]1([CH:8]2[CH2:20][CH2:19][C:18]3[C:10](=[CH:11][C:12]4[C:13]([CH:17]=3)=[N:14][O:15][N:16]=4)[CH2:9]2)[CH2:7][CH2:6][NH:5][CH2:4][CH2:3]1.Br[CH2:22][CH2:23][C:24]1[CH:33]=[CH:32][C:27]2[C:28](=[O:31])[O:29][CH2:30][C:26]=2[CH:25]=1.C(N(CC)CC)C. (5) Given the product [NH2:1][C:2]1[N:7]=[CH:6][N:5]=[C:4]2[N:8]([CH:12]([C:14]3[O:15][C:16](=[O:31])[C:17]4[C:22]([C:23]=3[C:24]3[CH:29]=[CH:28][CH:27]=[CH:26][CH:25]=3)=[CH:21][CH:20]=[C:19]([CH3:30])[CH:18]=4)[CH3:13])[N:9]=[C:10]([C:35]3[CH:36]=[C:37]([OH:39])[CH:38]=[C:33]([F:32])[CH:34]=3)[C:3]=12, predict the reactants needed to synthesize it. The reactants are: [NH2:1][C:2]1[N:7]=[CH:6][N:5]=[C:4]2[N:8]([CH:12]([C:14]3[O:15][C:16](=[O:31])[C:17]4[C:22]([C:23]=3[C:24]3[CH:29]=[CH:28][CH:27]=[CH:26][CH:25]=3)=[CH:21][CH:20]=[C:19]([CH3:30])[CH:18]=4)[CH3:13])[N:9]=[C:10](I)[C:3]=12.[F:32][C:33]1[CH:34]=[C:35](B(O)O)[CH:36]=[C:37]([OH:39])[CH:38]=1.C1C=CC(P(C2C=CC=CC=2)C2C=CC=CC=2)=CC=1.C([O-])([O-])=O.[Na+].[Na+].Cl. (6) Given the product [Br:19][C:16]1[CH:15]=[CH:14][C:13]([CH2:12][N:9]2[CH2:10][CH2:11][C:6]([S:20]([C:23]3[CH:24]=[CH:25][C:26]([O:29][CH2:30][C:31]#[C:32][CH2:33][CH2:34][CH2:35][CH2:36][CH3:37])=[CH:27][CH:28]=3)(=[O:22])=[O:21])([C:4]([OH:5])=[O:3])[CH2:7][CH2:8]2)=[CH:18][CH:17]=1, predict the reactants needed to synthesize it. The reactants are: C([O:3][C:4]([C:6]1([S:20]([C:23]2[CH:28]=[CH:27][C:26]([O:29][CH2:30][C:31]#[C:32][CH2:33][CH2:34][CH2:35][CH2:36][CH3:37])=[CH:25][CH:24]=2)(=[O:22])=[O:21])[CH2:11][CH2:10][N:9]([CH2:12][C:13]2[CH:18]=[CH:17][C:16]([Br:19])=[CH:15][CH:14]=2)[CH2:8][CH2:7]1)=[O:5])C.CO.[OH-].[Na+]. (7) Given the product [C:1]([N:4]([CH2:71][C:72](=[O:95])[NH:73][CH2:74][CH2:75][CH2:76][O:77][CH2:78][CH2:79][O:80][CH2:81][CH2:82][O:83][CH2:84][CH2:85][CH2:86][NH2:87])[CH2:5][CH2:6][CH2:7][O:8][CH2:9][CH2:10][O:11][CH2:12][CH2:13][O:14][CH2:15][CH2:16][CH2:17][NH:18][C:19]1[C:22](=[O:23])[C:21](=[O:24])[C:20]=1[NH:25][CH2:26][CH2:27][CH2:28][O:29][CH2:30][CH2:31][O:32][CH2:33][CH2:34][O:35][CH2:36][CH2:37][CH2:38][NH:39][C:40](=[O:70])[CH2:41][CH2:42][CH:43]([NH:47][C:48](=[O:69])[C:49]1[CH:54]=[CH:53][C:52]([NH:55][CH2:56][C:57]2[N:58]=[C:59]3[C:64](=[N:65][CH:66]=2)[N:63]=[C:62]([NH2:67])[NH:61][C:60]3=[O:68])=[CH:51][CH:50]=1)[C:44]([OH:46])=[O:45])(=[O:3])[CH3:2], predict the reactants needed to synthesize it. The reactants are: [C:1]([N:4]([CH2:71][C:72](=[O:95])[NH:73][CH2:74][CH2:75][CH2:76][O:77][CH2:78][CH2:79][O:80][CH2:81][CH2:82][O:83][CH2:84][CH2:85][CH2:86][NH:87]C(=O)OC(C)(C)C)[CH2:5][CH2:6][CH2:7][O:8][CH2:9][CH2:10][O:11][CH2:12][CH2:13][O:14][CH2:15][CH2:16][CH2:17][NH:18][C:19]1[C:22](=[O:23])[C:21](=[O:24])[C:20]=1[NH:25][CH2:26][CH2:27][CH2:28][O:29][CH2:30][CH2:31][O:32][CH2:33][CH2:34][O:35][CH2:36][CH2:37][CH2:38][NH:39][C:40](=[O:70])[CH2:41][CH2:42][CH:43]([NH:47][C:48](=[O:69])[C:49]1[CH:54]=[CH:53][C:52]([NH:55][CH2:56][C:57]2[N:58]=[C:59]3[C:64](=[N:65][CH:66]=2)[N:63]=[C:62]([NH2:67])[NH:61][C:60]3=[O:68])=[CH:51][CH:50]=1)[C:44]([OH:46])=[O:45])(=[O:3])[CH3:2]. (8) Given the product [CH2:1]([CH:8]1[CH2:13][CH2:12][N:11]([C:22]([CH2:21][Cl:20])=[O:23])[CH2:10][CH2:9]1)[C:2]1[CH:7]=[CH:6][CH:5]=[CH:4][CH:3]=1, predict the reactants needed to synthesize it. The reactants are: [CH2:1]([CH:8]1[CH2:13][CH2:12][NH:11][CH2:10][CH2:9]1)[C:2]1[CH:7]=[CH:6][CH:5]=[CH:4][CH:3]=1.C([O-])([O-])=O.[K+].[K+].[Cl:20][CH2:21][C:22](Cl)=[O:23]. (9) Given the product [Br:1][C:2]1[CH:7]=[CH:6][C:5]([C:8](=[C:21]2[CH2:22][C:23]([CH3:26])([CH3:25])[CH2:24][C:19]([CH3:28])([CH3:18])[CH2:20]2)[C:10]2[CH:15]=[CH:14][C:13]([OH:16])=[C:12]([F:17])[CH:11]=2)=[CH:4][CH:3]=1, predict the reactants needed to synthesize it. The reactants are: [Br:1][C:2]1[CH:7]=[CH:6][C:5]([C:8]([C:10]2[CH:15]=[CH:14][C:13]([OH:16])=[C:12]([F:17])[CH:11]=2)=O)=[CH:4][CH:3]=1.[CH3:18][C:19]1([CH3:28])[CH2:24][C:23]([CH3:26])([CH3:25])[CH2:22][C:21](=O)[CH2:20]1.C([O-])([O-])=O.[K+].[K+]. (10) The reactants are: [Cl:1][C:2]1[CH:3]=[C:4]([C@H:9]2[C:18]3[C:13](=[CH:14][CH:15]=[CH:16][CH:17]=3)[C:12](=[N:19][CH3:20])[CH2:11][CH2:10]2)[CH:5]=[CH:6][C:7]=1[Cl:8].O. Given the product [Cl:1][C:2]1[CH:3]=[C:4]([C@H:9]2[C:18]3[C:13](=[CH:14][CH:15]=[CH:16][CH:17]=3)[C@@H:12]([NH:19][CH3:20])[CH2:11][CH2:10]2)[CH:5]=[CH:6][C:7]=1[Cl:8], predict the reactants needed to synthesize it.